Dataset: Reaction yield outcomes from USPTO patents with 853,638 reactions. Task: Predict the reaction yield, written as a fraction of the theoretical maximum amount of product (1.0 means a 100% yield; for example, 0.34 means a 34% yield). (1) The reactants are [N+:1]([C:4]1[CH:5]=[CH:6][C:7]([O:21][CH2:22][CH2:23][CH3:24])=[C:8]([C:10]2[NH:15][C:14](=[O:16])[C:13]([CH2:17][CH3:18])=[C:12]([CH2:19][CH3:20])[N:11]=2)[CH:9]=1)([O-])=O. The catalyst is CO.[Pd]. The product is [NH2:1][C:4]1[CH:5]=[CH:6][C:7]([O:21][CH2:22][CH2:23][CH3:24])=[C:8]([C:10]2[NH:15][C:14](=[O:16])[C:13]([CH2:17][CH3:18])=[C:12]([CH2:19][CH3:20])[N:11]=2)[CH:9]=1. The yield is 0.970. (2) The reactants are CN(C)[C:3]1[CH:8]=[CH:7]C=[CH:5][CH:4]=1.C([N:12]([CH2:15][CH3:16])CC)C.O1CCC[CH2:18]1.[F:22][C:23]1[CH:31]=[CH:30][C:26]([C:27](Cl)=[O:28])=[CH:25][CH:24]=1. The catalyst is C(Cl)(Cl)Cl. The product is [CH3:7][C:8]1[CH:3]=[CH:4][CH:5]=[C:16]([CH3:18])[C:15]=1[NH:12][C:27](=[O:28])[C:26]1[CH:30]=[CH:31][C:23]([F:22])=[CH:24][CH:25]=1. The yield is 1.00. (3) The reactants are F[C:2]1[CH:7]=[CH:6][C:5]([NH:8][C:9]([C:11]2[S:12][CH:13]=[CH:14][CH:15]=2)=[O:10])=[CH:4][C:3]=1[N+:16]([O-:18])=[O:17].C([O-])([O-])=O.[K+].[K+].[SH:25][C:26]1[CH:31]=[CH:30][C:29]([OH:32])=[CH:28][CH:27]=1. The catalyst is CN(C=O)C.O. The product is [OH:32][C:29]1[CH:30]=[CH:31][C:26]([S:25][C:2]2[CH:7]=[CH:6][C:5]([NH:8][C:9]([C:11]3[S:12][CH:13]=[CH:14][CH:15]=3)=[O:10])=[CH:4][C:3]=2[N+:16]([O-:18])=[O:17])=[CH:27][CH:28]=1. The yield is 0.790.